From a dataset of Reaction yield outcomes from USPTO patents with 853,638 reactions. Predict the reaction yield, written as a fraction of the theoretical maximum amount of product (1.0 means a 100% yield; for example, 0.34 means a 34% yield). (1) The reactants are [NH2:1][C@H:2]([CH2:7][OH:8])[CH2:3][CH2:4][S:5][CH3:6].[S:9]1[C:13]2[CH:14]=[CH:15][CH:16]=[CH:17][C:12]=2[CH:11]=[C:10]1[C:18]1[O:22][C:21](=[O:23])[C:20]2([CH2:28][CH2:27][CH2:26][CH2:25][CH2:24]2)[N:19]=1.O. The catalyst is CN(C)C=O. The product is [S:9]1[C:13]2[CH:14]=[CH:15][CH:16]=[CH:17][C:12]=2[CH:11]=[C:10]1[C:18]([NH:19][C:20]1([C:21]([NH:1][C@H:2]([CH2:7][OH:8])[CH2:3][CH2:4][S:5][CH3:6])=[O:23])[CH2:28][CH2:27][CH2:26][CH2:25][CH2:24]1)=[O:22]. The yield is 0.980. (2) The reactants are [Br:1][C:2]1[CH:7]=[CH:6][N:5]2[CH:8]=[C:9]([C:11]3[CH:16]=[CH:15][C:14]([OH:17])=[CH:13][CH:12]=3)[N:10]=[C:4]2[CH:3]=1.CC1C=CC(S(O[CH2:29][F:30])(=O)=O)=CC=1. No catalyst specified. The product is [Br:1][C:2]1[CH:7]=[CH:6][N:5]2[CH:8]=[C:9]([C:11]3[CH:12]=[CH:13][C:14]([O:17][CH2:29][F:30])=[CH:15][CH:16]=3)[N:10]=[C:4]2[CH:3]=1. The yield is 0.480.